From a dataset of CYP2C19 inhibition data for predicting drug metabolism from PubChem BioAssay. Regression/Classification. Given a drug SMILES string, predict its absorption, distribution, metabolism, or excretion properties. Task type varies by dataset: regression for continuous measurements (e.g., permeability, clearance, half-life) or binary classification for categorical outcomes (e.g., BBB penetration, CYP inhibition). Dataset: cyp2c19_veith. The result is 0 (non-inhibitor). The drug is CCC#CCOCC(=O)Nc1ccccc1.